From a dataset of NCI-60 drug combinations with 297,098 pairs across 59 cell lines. Regression. Given two drug SMILES strings and cell line genomic features, predict the synergy score measuring deviation from expected non-interaction effect. (1) Drug 1: B(C(CC(C)C)NC(=O)C(CC1=CC=CC=C1)NC(=O)C2=NC=CN=C2)(O)O. Drug 2: CC1C(C(CC(O1)OC2CC(CC3=C2C(=C4C(=C3O)C(=O)C5=CC=CC=C5C4=O)O)(C(=O)C)O)N)O. Cell line: A498. Synergy scores: CSS=85.7, Synergy_ZIP=-0.0250, Synergy_Bliss=0.261, Synergy_Loewe=1.67, Synergy_HSA=2.76. (2) Cell line: MDA-MB-435. Drug 2: CN1C2=C(C=C(C=C2)N(CCCl)CCCl)N=C1CCCC(=O)O.Cl. Drug 1: CC12CCC(CC1=CCC3C2CCC4(C3CC=C4C5=CN=CC=C5)C)O. Synergy scores: CSS=6.19, Synergy_ZIP=0.226, Synergy_Bliss=3.63, Synergy_Loewe=-6.05, Synergy_HSA=0.232.